Dataset: NCI-60 drug combinations with 297,098 pairs across 59 cell lines. Task: Regression. Given two drug SMILES strings and cell line genomic features, predict the synergy score measuring deviation from expected non-interaction effect. (1) Drug 1: C1CC(=O)NC(=O)C1N2C(=O)C3=CC=CC=C3C2=O. Drug 2: C1CNP(=O)(OC1)N(CCCl)CCCl. Cell line: NCI-H522. Synergy scores: CSS=4.97, Synergy_ZIP=-2.55, Synergy_Bliss=-3.97, Synergy_Loewe=1.26, Synergy_HSA=-1.36. (2) Drug 1: CC(CN1CC(=O)NC(=O)C1)N2CC(=O)NC(=O)C2. Drug 2: CCC(=C(C1=CC=CC=C1)C2=CC=C(C=C2)OCCN(C)C)C3=CC=CC=C3.C(C(=O)O)C(CC(=O)O)(C(=O)O)O. Cell line: PC-3. Synergy scores: CSS=13.6, Synergy_ZIP=-5.29, Synergy_Bliss=-2.96, Synergy_Loewe=-1.27, Synergy_HSA=-1.17. (3) Drug 1: CCC(=C(C1=CC=CC=C1)C2=CC=C(C=C2)OCCN(C)C)C3=CC=CC=C3.C(C(=O)O)C(CC(=O)O)(C(=O)O)O. Drug 2: COC1=NC(=NC2=C1N=CN2C3C(C(C(O3)CO)O)O)N. Cell line: NCI-H226. Synergy scores: CSS=2.33, Synergy_ZIP=-1.50, Synergy_Bliss=0.852, Synergy_Loewe=-0.431, Synergy_HSA=-0.141. (4) Synergy scores: CSS=44.3, Synergy_ZIP=-2.00, Synergy_Bliss=-0.556, Synergy_Loewe=0.901, Synergy_HSA=2.92. Drug 2: CCC1(C2=C(COC1=O)C(=O)N3CC4=CC5=C(C=CC(=C5CN(C)C)O)N=C4C3=C2)O.Cl. Cell line: NCIH23. Drug 1: C1=CN(C(=O)N=C1N)C2C(C(C(O2)CO)O)O.Cl. (5) Drug 1: C1=NNC2=C1C(=O)NC=N2. Drug 2: CC1C(C(CC(O1)OC2CC(CC3=C2C(=C4C(=C3O)C(=O)C5=CC=CC=C5C4=O)O)(C(=O)C)O)N)O. Cell line: ACHN. Synergy scores: CSS=58.0, Synergy_ZIP=1.34, Synergy_Bliss=2.89, Synergy_Loewe=-28.2, Synergy_HSA=4.28.